The task is: Regression. Given two drug SMILES strings and cell line genomic features, predict the synergy score measuring deviation from expected non-interaction effect.. This data is from NCI-60 drug combinations with 297,098 pairs across 59 cell lines. (1) Drug 1: C1CN1P(=S)(N2CC2)N3CC3. Drug 2: CN1C2=C(C=C(C=C2)N(CCCl)CCCl)N=C1CCCC(=O)O.Cl. Cell line: HS 578T. Synergy scores: CSS=7.31, Synergy_ZIP=-2.97, Synergy_Bliss=-2.56, Synergy_Loewe=-4.15, Synergy_HSA=-2.17. (2) Drug 1: CC=C1C(=O)NC(C(=O)OC2CC(=O)NC(C(=O)NC(CSSCCC=C2)C(=O)N1)C(C)C)C(C)C. Drug 2: C(=O)(N)NO. Cell line: CCRF-CEM. Synergy scores: CSS=45.0, Synergy_ZIP=3.89, Synergy_Bliss=9.85, Synergy_Loewe=-26.4, Synergy_HSA=-3.34. (3) Drug 1: CC(C)(C#N)C1=CC(=CC(=C1)CN2C=NC=N2)C(C)(C)C#N. Drug 2: C1C(C(OC1N2C=NC(=NC2=O)N)CO)O. Cell line: SK-MEL-28. Synergy scores: CSS=-4.02, Synergy_ZIP=2.35, Synergy_Bliss=4.06, Synergy_Loewe=-0.438, Synergy_HSA=-0.402. (4) Drug 1: CCC1(CC2CC(C3=C(CCN(C2)C1)C4=CC=CC=C4N3)(C5=C(C=C6C(=C5)C78CCN9C7C(C=CC9)(C(C(C8N6C=O)(C(=O)OC)O)OC(=O)C)CC)OC)C(=O)OC)O.OS(=O)(=O)O. Drug 2: C1CNP(=O)(OC1)N(CCCl)CCCl. Cell line: SNB-19. Synergy scores: CSS=0.726, Synergy_ZIP=1.13, Synergy_Bliss=1.54, Synergy_Loewe=2.05, Synergy_HSA=0.0839.